The task is: Predict the reactants needed to synthesize the given product.. This data is from Full USPTO retrosynthesis dataset with 1.9M reactions from patents (1976-2016). (1) Given the product [OH:23][C:5]1[CH:4]=[C:3]([OH:25])[CH:2]=[CH:7][C:6]=1[N:8]1[C:12]([C:13]2[CH:14]=[CH:15][C:16]([F:19])=[CH:17][CH:18]=2)=[C:11]([C:20]([OH:22])=[O:21])[N:10]=[N:9]1, predict the reactants needed to synthesize it. The reactants are: Cl[C:2]1[C:3]([O:25]C)=[CH:4][C:5]([O:23]C)=[C:6]([N:8]2[C:12]([C:13]3[CH:18]=[CH:17][C:16]([F:19])=[CH:15][CH:14]=3)=[C:11]([C:20]([OH:22])=[O:21])[N:10]=[N:9]2)[CH:7]=1.C(O)(=O)C.C(OC(=O)C)(=O)C.O. (2) Given the product [C:12]([O:17][CH:18]([CH:19]1[CH2:20][CH2:21][CH2:22][CH2:23][CH2:24]1)[O:44][C:41]([NH:11][CH2:10][C@H:2]1[CH2:3][CH2:4][C@H:5]([C:7]([OH:9])=[O:8])[CH2:6][CH2:1]1)=[O:40])(=[O:16])[CH2:13][CH2:14][CH3:15], predict the reactants needed to synthesize it. The reactants are: [CH2:1]1[CH2:6][C@H:5]([C:7]([OH:9])=[O:8])[CH2:4][CH2:3][C@H:2]1[CH2:10][NH2:11].[C:12]([O:17][CH2:18][C:19]1(OC(ON2C(=O)CCC2=O)=O)[CH2:24][CH2:23][CH2:22][CH2:21][CH2:20]1)(=[O:16])[CH2:13][CH2:14][CH3:15].CC([O:40][CH3:41])(C)C.CC(C)=[O:44].O.